Dataset: NCI-60 drug combinations with 297,098 pairs across 59 cell lines. Task: Regression. Given two drug SMILES strings and cell line genomic features, predict the synergy score measuring deviation from expected non-interaction effect. (1) Drug 1: CCC(=C(C1=CC=CC=C1)C2=CC=C(C=C2)OCCN(C)C)C3=CC=CC=C3.C(C(=O)O)C(CC(=O)O)(C(=O)O)O. Drug 2: CC(C)CN1C=NC2=C1C3=CC=CC=C3N=C2N. Cell line: UO-31. Synergy scores: CSS=2.46, Synergy_ZIP=-1.75, Synergy_Bliss=-0.413, Synergy_Loewe=1.43, Synergy_HSA=1.26. (2) Drug 1: CCC1=CC2CC(C3=C(CN(C2)C1)C4=CC=CC=C4N3)(C5=C(C=C6C(=C5)C78CCN9C7C(C=CC9)(C(C(C8N6C)(C(=O)OC)O)OC(=O)C)CC)OC)C(=O)OC.C(C(C(=O)O)O)(C(=O)O)O. Drug 2: CC1CCCC2(C(O2)CC(NC(=O)CC(C(C(=O)C(C1O)C)(C)C)O)C(=CC3=CSC(=N3)C)C)C. Cell line: MALME-3M. Synergy scores: CSS=37.9, Synergy_ZIP=6.21, Synergy_Bliss=8.43, Synergy_Loewe=7.07, Synergy_HSA=7.21. (3) Drug 1: C1=CC=C(C(=C1)C(C2=CC=C(C=C2)Cl)C(Cl)Cl)Cl. Drug 2: C1CNP(=O)(OC1)N(CCCl)CCCl. Cell line: ACHN. Synergy scores: CSS=0.925, Synergy_ZIP=0.686, Synergy_Bliss=0.501, Synergy_Loewe=-0.969, Synergy_HSA=-1.36. (4) Drug 1: CC1=CC=C(C=C1)C2=CC(=NN2C3=CC=C(C=C3)S(=O)(=O)N)C(F)(F)F. Drug 2: C1CN(CCN1C(=O)CCBr)C(=O)CCBr. Cell line: MCF7. Synergy scores: CSS=11.0, Synergy_ZIP=-0.0293, Synergy_Bliss=7.22, Synergy_Loewe=3.88, Synergy_HSA=6.49. (5) Drug 1: CNC(=O)C1=CC=CC=C1SC2=CC3=C(C=C2)C(=NN3)C=CC4=CC=CC=N4. Drug 2: CNC(=O)C1=NC=CC(=C1)OC2=CC=C(C=C2)NC(=O)NC3=CC(=C(C=C3)Cl)C(F)(F)F. Cell line: SW-620. Synergy scores: CSS=10.6, Synergy_ZIP=0.0497, Synergy_Bliss=3.35, Synergy_Loewe=-2.74, Synergy_HSA=-1.54. (6) Drug 1: CN(CCCl)CCCl.Cl. Drug 2: COC1=C2C(=CC3=C1OC=C3)C=CC(=O)O2. Cell line: U251. Synergy scores: CSS=6.74, Synergy_ZIP=15.5, Synergy_Bliss=8.62, Synergy_Loewe=3.80, Synergy_HSA=4.08.